This data is from Forward reaction prediction with 1.9M reactions from USPTO patents (1976-2016). The task is: Predict the product of the given reaction. (1) Given the reactants ClC1C=C(Cl)C=CC=1C(OC1CNC1)C1C=CC(Cl)=CC=1.C(S(Cl)(=O)=O)CCC.[C:30]1([S:36]([N:39]2[CH2:42][CH:41]([O:43][CH:44]([C:53]3[CH:58]=[CH:57][C:56]([Cl:59])=[CH:55][CH:54]=3)[C:45]3[CH:50]=[CH:49][C:48]([Cl:51])=[CH:47][C:46]=3[Cl:52])[CH2:40]2)(=[O:38])=[O:37])C=C[CH:33]=[CH:32][CH:31]=1, predict the reaction product. The product is: [CH2:30]([S:36]([N:39]1[CH2:40][CH:41]([O:43][CH:44]([C:53]2[CH:54]=[CH:55][C:56]([Cl:59])=[CH:57][CH:58]=2)[C:45]2[CH:50]=[CH:49][C:48]([Cl:51])=[CH:47][C:46]=2[Cl:52])[CH2:42]1)(=[O:38])=[O:37])[CH2:31][CH2:32][CH3:33]. (2) Given the reactants [CH:1]([N:4]1[C:8]2[CH:9]=[CH:10][C:11]([NH2:13])=[CH:12][C:7]=2[N:6]=[CH:5]1)([CH3:3])[CH3:2].[Br:14]Br.N.CO.C(Cl)Cl, predict the reaction product. The product is: [CH:1]([N:4]1[C:8]2[CH:9]=[CH:10][C:11]([NH2:13])=[C:12]([Br:14])[C:7]=2[N:6]=[CH:5]1)([CH3:3])[CH3:2].